From a dataset of Full USPTO retrosynthesis dataset with 1.9M reactions from patents (1976-2016). Predict the reactants needed to synthesize the given product. Given the product [CH:14]1[C:23]2[C:18](=[CH:19][CH:20]=[CH:21][CH:22]=2)[CH:17]=[CH:16][C:15]=1[S:24]([N:8]1[CH2:9][CH2:10][NH:11][CH2:12][CH2:13]1)(=[O:25])=[O:26], predict the reactants needed to synthesize it. The reactants are: C([N:8]1[CH2:13][CH2:12][NH:11][CH2:10][CH2:9]1)(OC(C)(C)C)=O.[CH:14]1[C:23]2[C:18](=[CH:19][CH:20]=[CH:21][CH:22]=2)[CH:17]=[CH:16][C:15]=1[S:24](Cl)(=[O:26])=[O:25].FC(F)(F)C(O)=O.